Task: Predict the product of the given reaction.. Dataset: Forward reaction prediction with 1.9M reactions from USPTO patents (1976-2016) (1) Given the reactants [C:1]([NH:4][CH:5]([C:7]1[CH:16]=[CH:15][C:10]([C:11]([O:13]C)=[O:12])=[CH:9][CH:8]=1)[CH3:6])(=[O:3])[CH3:2].O.[OH-].[Li+].O.CO, predict the reaction product. The product is: [C:1]([NH:4][CH:5]([C:7]1[CH:16]=[CH:15][C:10]([C:11]([OH:13])=[O:12])=[CH:9][CH:8]=1)[CH3:6])(=[O:3])[CH3:2]. (2) Given the reactants Cl[CH2:2][C:3]1[CH:8]=[C:7]([N:9]([CH3:11])[CH3:10])[CH:6]=[CH:5][N:4]=1.[CH3:12][NH2:13], predict the reaction product. The product is: [CH3:10][N:9]([CH3:11])[C:7]1[CH:6]=[CH:5][N:4]=[C:3]([CH2:2][NH:13][CH3:12])[CH:8]=1. (3) The product is: [NH2:16][C@H:12]([C:13]([OH:15])=[O:14])[CH2:11][C:6]1[CH:7]=[CH:8][C:9]([OH:22])=[CH:4][CH:5]=1. Given the reactants C1C=[C:9]2[C:4]([CH:5]=[C:6]([CH2:11][C@H:12]([NH2:16])[C:13]([OH:15])=[O:14])[CH:7]=[CH:8]2)=CC=1.C([O-])(=O)CC[C@H](NC(C1C=CC(NCC2CNC3N=C(NC(C=3N=2)=O)N)=CC=1)=O)C(O)=[O:22], predict the reaction product. (4) The product is: [OH:19][C:12]([C:13]1[CH:18]=[CH:17][CH:16]=[CH:15][CH:14]=1)([C:20]1[CH:25]=[CH:24][CH:23]=[CH:22][CH:21]=1)[CH2:2][C:1]([C:4]1[CH:9]=[CH:8][N:7]=[CH:6][CH:5]=1)=[O:3]. Given the reactants [C:1]([C:4]1[CH:9]=[CH:8][N:7]=[CH:6][CH:5]=1)(=[O:3])[CH3:2].[H-].[Na+].[C:12]([C:20]1[CH:25]=[CH:24][CH:23]=[CH:22][CH:21]=1)(=[O:19])[C:13]1[CH:18]=[CH:17][CH:16]=[CH:15][CH:14]=1, predict the reaction product. (5) The product is: [CH3:1][N:2]1[CH:6]=[CH:5][C:4]([N:7]2[CH2:12][CH2:11][CH:10]([C:8]#[N:9])[C:13]2=[O:14])=[N:3]1. Given the reactants [CH3:1][N:2]1[CH:6]=[CH:5][C:4]([NH2:7])=[N:3]1.[C:8]([C:10]1([C:13](OCC)=[O:14])[CH2:12][CH2:11]1)#[N:9], predict the reaction product. (6) Given the reactants [CH3:1][C:2]1[CH:7]=[CH:6][C:5]([C:8]2[N:12]=[C:11]([CH:13]3[CH2:16][N:15]([C:17]([O:19][CH3:20])=[O:18])[CH2:14]3)[O:10][N:9]=2)=[CH:4][C:3]=1[NH:21][C:22]([C:24]1[N:28]2[CH:29]=[C:30]([CH2:33][CH2:34][C:35](=[O:37])[CH3:36])[CH:31]=[CH:32][C:27]2=[N:26][CH:25]=1)=[O:23].[CH3:38][Mg]Br, predict the reaction product. The product is: [OH:37][C:35]([CH3:38])([CH3:36])[CH2:34][CH2:33][C:30]1[CH:31]=[CH:32][C:27]2[N:28]([C:24]([C:22]([NH:21][C:3]3[CH:4]=[C:5]([C:8]4[N:12]=[C:11]([CH:13]5[CH2:14][N:15]([C:17]([O:19][CH3:20])=[O:18])[CH2:16]5)[O:10][N:9]=4)[CH:6]=[CH:7][C:2]=3[CH3:1])=[O:23])=[CH:25][N:26]=2)[CH:29]=1. (7) Given the reactants C1(C)C=CC(S(O)(=O)=O)=CC=1.[CH3:12][C:13]1[C:21]([C:22]2[S:23]C(C3NC=NN=3)=C(C3C=CC=CC=3)[N:26]=2)=[C:16]2[CH:17]=[CH:18][CH:19]=[CH:20][N:15]2[N:14]=1.Cl[CH:39]([C:45]([O:47]CC)=O)[C:40]([O:42][CH2:43][CH3:44])=[O:41], predict the reaction product. The product is: [OH:47][C:45]1[N:26]=[C:22]([C:21]2[C:13]([CH3:12])=[N:14][N:15]3[CH:20]=[CH:19][CH:18]=[CH:17][C:16]=23)[S:23][C:39]=1[C:40]([O:42][CH2:43][CH3:44])=[O:41].